Dataset: Reaction yield outcomes from USPTO patents with 853,638 reactions. Task: Predict the reaction yield, written as a fraction of the theoretical maximum amount of product (1.0 means a 100% yield; for example, 0.34 means a 34% yield). (1) The reactants are [CH3:1][NH:2][C:3]1[C:4]([NH2:12])=[CH:5][C:6]([N+:9]([O-:11])=[O:10])=[CH:7][CH:8]=1.Cl.[N:14]([O-])=O.[Na+].[OH-].[K+]. The catalyst is O. The product is [CH3:1][N:2]1[C:3]2[CH:8]=[CH:7][C:6]([N+:9]([O-:11])=[O:10])=[CH:5][C:4]=2[N:12]=[N:14]1. The yield is 0.810. (2) The reactants are [N:1]1[CH:6]=[CH:5][CH:4]=[CH:3][C:2]=1[C:7]1[CH:8]=[CH:9][C:10]2[CH:16]=[CH:15][C:14]3[CH:17]=[CH:18][CH:19]=[CH:20][C:13]=3[NH:12][C:11]=2[CH:21]=1.CC(P(C(C)(C)C)C1C(C2C=CC=CC=2)=CC=CC=1)(C)C.CC([O-])(C)C.[Na+].Br[C:50]1[CH:51]=[C:52]([C:56]2[CH:61]=[CH:60][CH:59]=[CH:58][N:57]=2)[CH:53]=[CH:54][CH:55]=1. The catalyst is C1(C)C=CC=CC=1.C1C=CC(/C=C/C(/C=C/C2C=CC=CC=2)=O)=CC=1.C1C=CC(/C=C/C(/C=C/C2C=CC=CC=2)=O)=CC=1.C1C=CC(/C=C/C(/C=C/C2C=CC=CC=2)=O)=CC=1.[Pd].[Pd]. The product is [N:1]1[CH:6]=[CH:5][CH:4]=[CH:3][C:2]=1[C:7]1[CH:8]=[CH:9][C:10]2[CH:16]=[CH:15][C:14]3[CH:17]=[CH:18][CH:19]=[CH:20][C:13]=3[N:12]([C:54]3[CH:55]=[CH:50][CH:51]=[C:52]([C:56]4[CH:61]=[CH:60][CH:59]=[CH:58][N:57]=4)[CH:53]=3)[C:11]=2[CH:21]=1. The yield is 0.680. (3) The reactants are C(O)(=O)[C@H](C1C=CC=CC=1)O.[CH2:12]([O:16][C:17]([C@:19]1([NH2:24])[CH2:23][CH2:22][O:21][CH2:20]1)=[O:18])[CH2:13][CH2:14][CH3:15].C([O-])(O)=O.[Na+].[CH3:30][C:31]([O:34][C:35](O[C:35]([O:34][C:31]([CH3:33])([CH3:32])[CH3:30])=[O:36])=[O:36])([CH3:33])[CH3:32]. The catalyst is O. The product is [CH2:12]([O:16][C:17]([C@:19]1([NH:24][C:35]([O:34][C:31]([CH3:33])([CH3:32])[CH3:30])=[O:36])[CH2:23][CH2:22][O:21][CH2:20]1)=[O:18])[CH2:13][CH2:14][CH3:15]. The yield is 0.950. (4) The reactants are [CH2:1]([O:8][C:9](=[O:35])[CH2:10][C@@H:11]([N:24]1[CH:28]=[CH:27][C:26]([C:29]2[CH:34]=[CH:33][CH:32]=[CH:31][CH:30]=2)=[CH:25]1)[C:12]([NH:14][C@H:15]([C:20](=[O:23])[NH:21][CH3:22])[C:16]([CH3:19])([CH3:18])[CH3:17])=[O:13])[C:2]1[CH:7]=[CH:6][CH:5]=[CH:4][CH:3]=1.C(OC(=O)C[C@@H:46](NC(OC(C)(C)C)=O)[C:47]([NH:49][C@H:50](C(=O)NC1C=CN=CC=1)[C:51](C)(C)C)=O)C1C=CC=CC=1.C(C(NC(=O)[C@H](N1C=CC(C2C=CC([C:101]3[CH:106]=[CH:105][C:104]([C:107](=[O:109])[NH2:108])=[CH:103][CH:102]=3)=CC=2)=C1)CC(O)=O)CO)C1C=CC=CC=1. The catalyst is ClCCCl. The product is [CH2:1]([O:8][C:9](=[O:35])[CH2:10][C@@H:11]([N:24]1[CH:28]=[CH:27][C:26]([C:29]2[CH:30]=[CH:31][C:32]([C:101]3[CH:102]=[CH:103][C:104]([C:107](=[O:109])[NH2:108])=[CH:105][CH:106]=3)=[CH:33][CH:34]=2)=[CH:25]1)[C:12]([NH:14][C@H:15]([C:20](=[O:23])[NH:21][C:22]1[CH:51]=[CH:50][N:49]=[CH:47][CH:46]=1)[C:16]([CH3:19])([CH3:18])[CH3:17])=[O:13])[C:2]1[CH:7]=[CH:6][CH:5]=[CH:4][CH:3]=1. The yield is 0.360. (5) The reactants are C(OP([CH2:8][C:9]([O:11]CC)=[O:10])OCC)C.[H-].[Na+].[Br:16][C:17]1[CH:18]=[C:19]([C:22](=O)[CH3:23])[S:20][CH:21]=1. The catalyst is C1COCC1. The product is [Br:16][C:17]1[CH:18]=[C:19]([C:22]([CH3:23])=[CH:8][C:9]([OH:11])=[O:10])[S:20][CH:21]=1. The yield is 0.790. (6) The reactants are [F:1][C:2]([F:28])([F:27])[C:3]1[CH:8]=[CH:7][CH:6]=[CH:5][C:4]=1[C:9]1[O:13][N:12]=[CH:11][C:10]=1[NH:14][C:15]([C:17]1[CH:18]=[N:19][N:20]2[CH:25]=[CH:24][C:23](Cl)=[N:22][C:21]=12)=[O:16].[NH3:29]. The catalyst is CC(O)C. The product is [F:1][C:2]([F:28])([F:27])[C:3]1[CH:8]=[CH:7][CH:6]=[CH:5][C:4]=1[C:9]1[O:13][N:12]=[CH:11][C:10]=1[NH:14][C:15]([C:17]1[CH:18]=[N:19][N:20]2[CH:25]=[CH:24][C:23]([NH2:29])=[N:22][C:21]=12)=[O:16]. The yield is 0.310. (7) The reactants are [CH:1]1([C:4]([CH:9]2[CH2:11][CH2:10]2)([OH:8])[CH2:5][CH:6]=C)[CH2:3][CH2:2]1.N1C(C)=CC=CC=1C.I([O-])(=O)(=O)=[O:21].[Na+].C([O-])(O)=O.[Na+]. The catalyst is O1CCOCC1.O.[Os](=O)(=O)(=O)=O. The product is [CH:1]1([C:4]([CH:9]2[CH2:11][CH2:10]2)([OH:8])[CH2:5][CH:6]=[O:21])[CH2:3][CH2:2]1. The yield is 0.270. (8) The reactants are [CH:1]1[C:2]2[C:17](=[O:18])[C:16]([C:19]([OH:21])=[O:20])=[CH:15][N:14]([CH:22]3[CH2:24][CH2:23]3)[C:3]=2[CH:4]=[C:5]([N:8]2[CH2:13][CH2:12][NH:11][CH2:10][CH2:9]2)[C:6]=1[F:7].Cl.[C:26](O[C:26]([O:28][C:29]([CH3:32])([CH3:31])[CH3:30])=[O:27])([O:28][C:29]([CH3:32])([CH3:31])[CH3:30])=[O:27].[OH-].[Na+]. The catalyst is C1COCC1.O. The product is [C:29]([O:28][C:26]([N:11]1[CH2:10][CH2:9][N:8]([C:5]2[CH:4]=[C:3]3[C:2]([C:17](=[O:18])[C:16]([C:19]([OH:21])=[O:20])=[CH:15][N:14]3[CH:22]3[CH2:23][CH2:24]3)=[CH:1][C:6]=2[F:7])[CH2:13][CH2:12]1)=[O:27])([CH3:32])([CH3:31])[CH3:30]. The yield is 0.780. (9) The reactants are [CH3:1][C:2]1[O:6][N:5]=[C:4]([C:7]2[CH:12]=[CH:11][CH:10]=[CH:9][CH:8]=2)[C:3]=1[CH2:13][O:14][C:15]1[CH:23]=[CH:22][C:18]([C:19]([OH:21])=O)=[CH:17][N:16]=1.[NH2:24][C@@H:25]([CH2:28][CH3:29])[CH2:26][OH:27]. No catalyst specified. The product is [OH:27][CH2:26][C@@H:25]([NH:24][C:19](=[O:21])[C:18]1[CH:22]=[CH:23][C:15]([O:14][CH2:13][C:3]2[C:4]([C:7]3[CH:8]=[CH:9][CH:10]=[CH:11][CH:12]=3)=[N:5][O:6][C:2]=2[CH3:1])=[N:16][CH:17]=1)[CH2:28][CH3:29]. The yield is 0.850. (10) The reactants are [CH3:1][C:2]([S:14]([C:17]1[CH:22]=[CH:21][CH:20]=[C:19]([C:23]([F:26])([F:25])[F:24])[CH:18]=1)(=[O:16])=[O:15])([CH3:13])[CH2:3][CH2:4][NH:5][C:6](=[O:12])[O:7][C:8]([CH3:11])([CH3:10])[CH3:9].[H-].[Na+].[CH3:29]I. The catalyst is C1COCC1. The product is [CH3:29][N:5]([CH2:4][CH2:3][C:2]([CH3:1])([S:14]([C:17]1[CH:22]=[CH:21][CH:20]=[C:19]([C:23]([F:24])([F:25])[F:26])[CH:18]=1)(=[O:16])=[O:15])[CH3:13])[C:6](=[O:12])[O:7][C:8]([CH3:9])([CH3:10])[CH3:11]. The yield is 0.901.